Dataset: Forward reaction prediction with 1.9M reactions from USPTO patents (1976-2016). Task: Predict the product of the given reaction. (1) Given the reactants [Cl:1][C:2]1[C:3]([NH:21][CH:22]2[CH2:24][CH2:23]2)=[N:4][C:5]([NH:8][C:9]2[CH:10]=[C:11]([N:15]3[CH2:19][CH2:18][CH2:17][C:16]3=[O:20])[CH:12]=[CH:13][CH:14]=2)=[N:6][CH:7]=1.[CH:25](OCC)(OCC)[O:26]CC.C1(C)C=CC(S(O)(=O)=O)=CC=1.C([O-])(O)=O.[Na+], predict the reaction product. The product is: [Cl:1][C:2]1[C:3]([NH:21][CH:22]2[CH2:23][CH2:24]2)=[N:4][C:5]([N:8]([C:9]2[CH:14]=[CH:13][CH:12]=[C:11]([N:15]3[CH2:19][CH2:18][CH2:17][C:16]3=[O:20])[CH:10]=2)[CH:25]=[O:26])=[N:6][CH:7]=1. (2) Given the reactants OS(C(F)(F)F)(=O)=O.[Cl:9][C:10]1[CH:15]=[CH:14][C:13]([C:16]2([C:22]([CH:24]([C:30](OCC)=[O:31])[C:25]([O:27][CH2:28][CH3:29])=[O:26])=[O:23])[CH2:21][CH2:20][CH2:19][CH2:18][CH2:17]2)=[CH:12][CH:11]=1, predict the reaction product. The product is: [Cl:9][C:10]1[CH:11]=[C:12]2[C:13](=[CH:14][CH:15]=1)[C:16]1([CH2:21][CH2:20][CH2:19][CH2:18][CH2:17]1)[C:22](=[O:23])[C:24]([C:25]([O:27][CH2:28][CH3:29])=[O:26])=[C:30]2[OH:31]. (3) The product is: [O:39]1[CH:43]=[CH:42][CH:41]=[C:40]1[C:2]1[C:10]2[C:5](=[CH:6][CH:7]=[C:8]([NH:11][S:19]([C:22]3[CH:27]=[CH:26][CH:25]=[CH:24][C:23]=3[S:28]([CH3:31])(=[O:30])=[O:29])(=[O:20])=[O:21])[CH:9]=2)[NH:4][N:3]=1. Given the reactants I[C:2]1[C:10]2[C:5](=[CH:6][CH:7]=[C:8]([N:11]([S:19]([C:22]3[CH:27]=[CH:26][CH:25]=[CH:24][C:23]=3[S:28]([CH3:31])(=[O:30])=[O:29])(=[O:21])=[O:20])C(OC(C)(C)C)=O)[CH:9]=2)[N:4](C(OC(C)(C)C)=O)[N:3]=1.[O:39]1[CH:43]=[CH:42][CH:41]=[C:40]1B(O)O.C(=O)([O-])O.[Na+], predict the reaction product. (4) Given the reactants [CH3:1][O:2][C:3]1[CH:4]=[C:5]([CH:17]=[CH:18][C:19]=1[O:20][CH3:21])[C:6]([C@H:8]1[CH2:16][CH:15]=[CH:14][CH2:13][C@H:9]1[C:10](O)=[O:11])=O.O.[NH2:23][NH2:24], predict the reaction product. The product is: [CH3:1][O:2][C:3]1[CH:4]=[C:5]([C:6]2[C@H:8]3[C@H:9]([CH2:13][CH:14]=[CH:15][CH2:16]3)[C:10](=[O:11])[NH:24][N:23]=2)[CH:17]=[CH:18][C:19]=1[O:20][CH3:21]. (5) Given the reactants [I:1][C:2]1[CH:3]=[C:4]([CH2:8][N:9]2[C:13]3[CH:14](O)[CH2:15][CH2:16][CH2:17][C:12]=3[N:11]=[C:10]2[CH:19]([CH3:21])[CH3:20])[CH:5]=[CH:6][CH:7]=1.[CH:22]([C:33]([O:35][CH2:36][CH3:37])=[O:34])([C:28]([O:30][CH2:31][CH3:32])=[O:29])[C:23]([O:25][CH2:26][CH3:27])=[O:24].CP(C)C.CC(OC(/N=N/C(OC(C)C)=O)=O)C, predict the reaction product. The product is: [CH2:36]([O:35][C:33]([C:22]([CH:14]1[C:13]2[N:9]([CH2:8][C:4]3[CH:5]=[CH:6][CH:7]=[C:2]([I:1])[CH:3]=3)[C:10]([CH:19]([CH3:21])[CH3:20])=[N:11][C:12]=2[CH2:17][CH2:16][CH2:15]1)([C:23]([O:25][CH2:26][CH3:27])=[O:24])[C:28]([O:30][CH2:31][CH3:32])=[O:29])=[O:34])[CH3:37]. (6) Given the reactants [Cl:1][C:2]1[CH:7]=[C:6]([O:8][CH2:9][C:10]([F:13])([F:12])[F:11])[CH:5]=[CH:4][C:3]=1[S:14]([C@H:17]1[CH2:21][N:20]([C:22]([O:24]C(C)(C)C)=O)[C@H:19]([C:29]([O:31]C)=[O:30])[CH2:18]1)(=[O:16])=[O:15].[Cl:33][C:34]1[CH:35]=[C:36]([F:46])[C:37]([C:40]2(C(O)=O)[CH2:42][CH2:41]2)=[N:38][CH:39]=1, predict the reaction product. The product is: [Cl:33][C:34]1[CH:35]=[C:36]([F:46])[C:37]([C:40]2([C:22]([N:20]3[CH2:21][C@H:17]([S:14]([C:3]4[CH:4]=[CH:5][C:6]([O:8][CH2:9][C:10]([F:13])([F:11])[F:12])=[CH:7][C:2]=4[Cl:1])(=[O:16])=[O:15])[CH2:18][C@H:19]3[C:29]([OH:31])=[O:30])=[O:24])[CH2:41][CH2:42]2)=[N:38][CH:39]=1.